This data is from Forward reaction prediction with 1.9M reactions from USPTO patents (1976-2016). The task is: Predict the product of the given reaction. (1) Given the reactants C([O:3][C:4]([C:6]1[O:7][C:8]2[CH:15]=[CH:14][C:13]([Cl:16])=[C:12]([O:17][CH3:18])[C:9]=2[C:10]=1[CH3:11])=[O:5])C.[Li+].[OH-], predict the reaction product. The product is: [Cl:16][C:13]1[CH:14]=[CH:15][C:8]2[O:7][C:6]([C:4]([OH:5])=[O:3])=[C:10]([CH3:11])[C:9]=2[C:12]=1[O:17][CH3:18]. (2) The product is: [I:1][C:2]1[CH:3]=[C:4]2[C:8](=[CH:9][CH:10]=1)[NH:7][C:6](=[O:11])[C:5]2=[N:38][NH:37][C:35]([C:34]1[CH:33]=[CH:32][C:31]([NH:30][C:28]([C:27]2[CH:48]=[CH:49][C:24]([C:22]([O:21][CH3:20])=[O:23])=[CH:25][CH:26]=2)=[O:29])=[CH:47][CH:46]=1)=[O:36]. Given the reactants [I:1][C:2]1[CH:3]=[C:4]2[C:8](=[CH:9][CH:10]=1)[NH:7][C:6](=[O:11])[C:5]2=O.C(O)(C(F)(F)F)=O.[CH3:20][O:21][C:22]([C:24]1[CH:49]=[CH:48][C:27]([C:28]([NH:30][C:31]2[CH:47]=[CH:46][C:34]([C:35]([NH:37][NH:38]C(OC(C)(C)C)=O)=[O:36])=[CH:33][CH:32]=2)=[O:29])=[CH:26][CH:25]=1)=[O:23], predict the reaction product. (3) Given the reactants [C:1]([O:5][C:6](=[O:34])[NH:7][C@@H:8]([CH2:24][C:25]1[C:33]2[C:28](=[CH:29][CH:30]=[CH:31][CH:32]=2)[NH:27][CH:26]=1)[CH2:9][O:10][C:11]1[CH:12]=[N:13][CH:14]=[C:15]([C:17]2[CH:22]=[CH:21][CH:20]=[C:19]([NH2:23])[CH:18]=2)[CH:16]=1)([CH3:4])([CH3:3])[CH3:2].Cl[C:36]1[CH:41]=[CH:40][N:39]=[C:38]([NH2:42])[N:37]=1, predict the reaction product. The product is: [C:1]([O:5][C:6](=[O:34])[NH:7][C@@H:8]([CH2:24][C:25]1[C:33]2[C:28](=[CH:29][CH:30]=[CH:31][CH:32]=2)[NH:27][CH:26]=1)[CH2:9][O:10][C:11]1[CH:12]=[N:13][CH:14]=[C:15]([C:17]2[CH:22]=[CH:21][CH:20]=[C:19]([NH:23][C:36]3[CH:41]=[CH:40][N:39]=[C:38]([NH2:42])[N:37]=3)[CH:18]=2)[CH:16]=1)([CH3:4])([CH3:2])[CH3:3]. (4) Given the reactants [CH:1]([C:3]1[C:11]2[C:6](=[CH:7][C:8]([C:12]([O:14][CH3:15])=[O:13])=[CH:9][CH:10]=2)[NH:5][CH:4]=1)=[O:2].[CH3:16][NH:17][CH3:18].[BH4-].[Na+].[CH3:21]O, predict the reaction product. The product is: [NH3:5].[CH3:1][OH:2].[CH3:15][O:14][C:12]([C:8]1[CH:7]=[C:6]2[C:11]([C:3]([N:17]([CH3:18])[CH3:16])=[CH:4][N:5]2[CH3:21])=[CH:10][CH:9]=1)=[O:13]. (5) Given the reactants [Cl:1][C:2]1[CH:7]=[CH:6][C:5]([N:8]2[C@@H:12]([C:13]3[CH:18]=[CH:17][CH:16]=[C:15]([OH:19])[CH:14]=3)[C@H:11]([CH2:20][N:21]3[N:25]=[N:24][C:23]([C:26]4[CH:27]=[N:28][CH:29]=[CH:30][CH:31]=4)=[N:22]3)[O:10][C:9]2=[O:32])=[CH:4][CH:3]=1.[C:33](=O)([O-])[O-].[K+].[K+].I[CH:40]([CH3:42])[CH3:41], predict the reaction product. The product is: [Cl:1][C:2]1[CH:7]=[CH:6][C:5]([N:8]2[C@@H:12]([C:13]3[CH:18]=[CH:17][CH:16]=[C:15]([O:19][CH:40]([CH3:42])[CH3:41])[CH:14]=3)[C@H:11]([CH2:20][N:21]3[N:25]=[N:24][C:23]([C:26]4[CH:27]=[N:28][C:29]([CH3:33])=[CH:30][CH:31]=4)=[N:22]3)[O:10][C:9]2=[O:32])=[CH:4][CH:3]=1. (6) Given the reactants C(O[C@H]1C[C@H]([NH:16][C:17]([O:19][C:20]([CH3:23])([CH3:22])[CH3:21])=[O:18])CN(C(OCC2C=CC=CC=2)=O)C1)(=O)C1C=CC=CC=1.[Si:34]([O:41][C@@H:42]1[CH2:47][C@@H:46](O)[CH2:45][N:44]([C:49]([O:51][CH2:52][C:53]2[CH:58]=[CH:57][CH:56]=[CH:55][CH:54]=2)=[O:50])[CH2:43]1)([C:37]([CH3:40])([CH3:39])[CH3:38])([CH3:36])[CH3:35], predict the reaction product. The product is: [C:20]([O:19][C:17]([NH:16][C@H:46]1[CH2:47][C@@H:42]([O:41][Si:34]([C:37]([CH3:39])([CH3:38])[CH3:40])([CH3:36])[CH3:35])[CH2:43][N:44]([C:49]([O:51][CH2:52][C:53]2[CH:54]=[CH:55][CH:56]=[CH:57][CH:58]=2)=[O:50])[CH2:45]1)=[O:18])([CH3:23])([CH3:22])[CH3:21]. (7) The product is: [CH3:1][O:2][C:3]1[CH:4]=[CH:5][C:6]([C:13](=[O:16])[CH:14]([CH3:15])[C:17]([O:20][CH3:21])=[O:22])=[C:7]2[C:12]=1[N:11]=[CH:10][CH:9]=[CH:8]2. Given the reactants [CH3:1][O:2][C:3]1[CH:4]=[CH:5][C:6]([C:13](=[O:16])[CH2:14][CH3:15])=[C:7]2[C:12]=1[N:11]=[CH:10][CH:9]=[CH:8]2.[C:17](=[O:22])([O:20][CH3:21])OC.[H-].[Na+].[Cl-].[NH4+], predict the reaction product.